This data is from HIV replication inhibition screening data with 41,000+ compounds from the AIDS Antiviral Screen. The task is: Binary Classification. Given a drug SMILES string, predict its activity (active/inactive) in a high-throughput screening assay against a specified biological target. (1) The compound is CC(C)C(Cl)=NOC(=O)Nc1ccc(F)c([N+](=O)[O-])c1. The result is 0 (inactive). (2) The compound is O=C(Cn1ccnc1[N+](=O)[O-])NCc1ccc(F)cc1. The result is 0 (inactive).